This data is from Forward reaction prediction with 1.9M reactions from USPTO patents (1976-2016). The task is: Predict the product of the given reaction. Given the reactants [OH:1][CH2:2][C:3]1[CH:4]=[C:5]2[C:10](=[CH:11][CH:12]=1)[N:9]=[CH:8][CH:7]=[CH:6]2.C(N(CC)CC)C.[CH3:20][S:21](Cl)(=[O:23])=[O:22], predict the reaction product. The product is: [CH3:20][S:21]([O:1][CH2:2][C:3]1[CH:4]=[C:5]2[C:10](=[CH:11][CH:12]=1)[N:9]=[CH:8][CH:7]=[CH:6]2)(=[O:23])=[O:22].